Dataset: Reaction yield outcomes from USPTO patents with 853,638 reactions. Task: Predict the reaction yield, written as a fraction of the theoretical maximum amount of product (1.0 means a 100% yield; for example, 0.34 means a 34% yield). (1) The reactants are C1(C#C)C=CC=CC=1.[C:9]1([CH2:15][C:16]#[CH:17])[CH:14]=[CH:13][CH:12]=[CH:11][CH:10]=1.[N:18]([C:21]1[S:22][C:23]([C:27]([NH:29][CH2:30][C:31]2[CH:36]=[CH:35][CH:34]=[CH:33][CH:32]=2)=[O:28])=[C:24]([CH3:26])[N:25]=1)=[N+:19]=[N-:20]. No catalyst specified. The product is [CH2:30]([NH:29][C:27]([C:23]1[S:22][C:21]([N:18]2[CH:17]=[C:16]([CH2:15][C:9]3[CH:14]=[CH:13][CH:12]=[CH:11][CH:10]=3)[N:20]=[N:19]2)=[N:25][C:24]=1[CH3:26])=[O:28])[C:31]1[CH:32]=[CH:33][CH:34]=[CH:35][CH:36]=1. The yield is 0.690. (2) The reactants are [H-].C([Al+]CC(C)C)C(C)C.C([O:13][C:14]([C:16]1[C:20]([S:21][CH2:22][C:23]2[CH:28]=[CH:27][CH:26]=[CH:25][CH:24]=2)=[C:19]([N+:29]([O-:31])=[O:30])[S:18][CH:17]=1)=O)C.O.C(O)(=O)[C@@H]([C@H](C(O)=O)O)O. The catalyst is ClCCl. The product is [CH2:22]([S:21][C:20]1[C:16]([CH2:14][OH:13])=[CH:17][S:18][C:19]=1[N+:29]([O-:31])=[O:30])[C:23]1[CH:28]=[CH:27][CH:26]=[CH:25][CH:24]=1. The yield is 0.530. (3) The reactants are [Br:1][C:2]1[C:14]2[NH:13][C:12]3[C:7](=[CH:8][CH:9]=[CH:10][CH:11]=3)[C:6]=2[CH:5]=[CH:4][CH:3]=1.[H-].[Na+].Cl[C:18]1[N:23]=[C:22]([C:24]2[CH:29]=[CH:28][CH:27]=[CH:26][CH:25]=2)[N:21]=[C:20]([C:30]2[CH:35]=[CH:34][CH:33]=[CH:32][CH:31]=2)[N:19]=1.O. The catalyst is CN(C=O)C. The product is [Br:1][C:2]1[C:14]2[N:13]([C:18]3[N:23]=[C:22]([C:24]4[CH:29]=[CH:28][CH:27]=[CH:26][CH:25]=4)[N:21]=[C:20]([C:30]4[CH:31]=[CH:32][CH:33]=[CH:34][CH:35]=4)[N:19]=3)[C:12]3[C:7](=[CH:8][CH:9]=[CH:10][CH:11]=3)[C:6]=2[CH:5]=[CH:4][CH:3]=1. The yield is 0.770. (4) The reactants are [NH2:1][C:2]1[N:7]=[N:6][C:5]([CH:8]2[CH2:13][CH2:12][N:11]([C:14]([O:16][C:17]([CH3:20])([CH3:19])[CH3:18])=[O:15])[CH2:10][CH2:9]2)=[CH:4][CH:3]=1.ClC1C=C(Cl)C=C(Cl)C=1[C:30](C1C(Cl)=CC(Cl)=CC=1Cl)([C:34]([O-])=[O:35])[C:31]([O-])=[O:32]. The catalyst is C1COCC1. The product is [OH:35][C:34]1[N:1]=[C:2]2[CH:3]=[CH:4][C:5]([CH:8]3[CH2:9][CH2:10][N:11]([C:14]([O:16][C:17]([CH3:20])([CH3:19])[CH3:18])=[O:15])[CH2:12][CH2:13]3)=[N:6][N:7]2[C:31](=[O:32])[CH:30]=1. The yield is 0.630.